Task: Predict the reactants needed to synthesize the given product.. Dataset: Retrosynthesis with 50K atom-mapped reactions and 10 reaction types from USPTO (1) The reactants are: CCC(NC(=O)OC(C)(C)C)C(=O)c1cccnc1. Given the product CCC(N)C(=O)c1cccnc1, predict the reactants needed to synthesize it. (2) Given the product NCCCOc1ccc2[nH]nc(S(=O)(=O)c3cccc4ccccc34)c2c1, predict the reactants needed to synthesize it. The reactants are: [N-]=[N+]=NCCCOc1ccc2[nH]nc(S(=O)(=O)c3cccc4ccccc34)c2c1. (3) Given the product COCCCc1ccc(Cl)c(CN(C(=O)CC#N)C2CC2)c1, predict the reactants needed to synthesize it. The reactants are: COCCCc1ccc(Cl)c(CNC2CC2)c1.N#CCC(=O)O. (4) Given the product Nc1ccc(-c2cc(Br)cnc2N)c(F)c1, predict the reactants needed to synthesize it. The reactants are: CC1(C)OB(c2ccc(N)cc2F)OC1(C)C.Nc1ncc(Br)cc1I. (5) The reactants are: CC(C)(N)CNC(=O)OC(C)(C)C.CN(c1ccnc(F)n1)c1ccnc(-c2ccccc2)n1. Given the product CN(c1ccnc(NC(C)(C)CNC(=O)OC(C)(C)C)n1)c1ccnc(-c2ccccc2)n1, predict the reactants needed to synthesize it. (6) The reactants are: CCOC(=O)c1ncc2c(-c3ccccc3)noc2c1O.NCC(=O)O. Given the product O=C(O)CNC(=O)c1ncc2c(-c3ccccc3)noc2c1O, predict the reactants needed to synthesize it. (7) Given the product CC(CS)C(=O)N[C@H](C(=O)O)C(C)C, predict the reactants needed to synthesize it. The reactants are: CC(=O)SCC(C)C(=O)N[C@H](C(=O)O)C(C)C. (8) The reactants are: NCCOCc1ccccc1.O=C(O)COc1cccc2c1B(O)OC2. Given the product O=C(COc1cccc2c1B(O)OC2)NCCOCc1ccccc1, predict the reactants needed to synthesize it. (9) Given the product CC1(c2cc(CO)no2)OCCO1, predict the reactants needed to synthesize it. The reactants are: CCOC(=O)c1cc(C2(C)OCCO2)on1. (10) The reactants are: CN(C(=O)OC(C)(C)C)[C@H](Cc1ccc2ccccc2c1)C(=O)N(C)[C@H](Cc1ccccc1)c1nnc(C(N)=O)o1. Given the product CN[C@H](Cc1ccc2ccccc2c1)C(=O)N(C)[C@H](Cc1ccccc1)c1nnc(C(N)=O)o1, predict the reactants needed to synthesize it.